Predict which catalyst facilitates the given reaction. From a dataset of Catalyst prediction with 721,799 reactions and 888 catalyst types from USPTO. Product: [C:1]([N:4]([CH3:24])[N:5]([C:13]1[CH:14]=[CH:15][C:16]([CH2:19][OH:20])=[CH:17][CH:18]=1)[C:6]([O:8][C:9]([CH3:12])([CH3:11])[CH3:10])=[O:7])(=[O:3])[CH3:2]. Reactant: [C:1]([N:4]([CH3:24])[N:5]([C:13]1[CH:18]=[CH:17][C:16]([C:19](OCC)=[O:20])=[CH:15][CH:14]=1)[C:6]([O:8][C:9]([CH3:12])([CH3:11])[CH3:10])=[O:7])(=[O:3])[CH3:2].[BH4-].[Li+].C(O)C.CC(C)=O. The catalyst class is: 1.